This data is from Full USPTO retrosynthesis dataset with 1.9M reactions from patents (1976-2016). The task is: Predict the reactants needed to synthesize the given product. (1) Given the product [F:4][C:5]1[CH:10]=[CH:9][C:8]([CH2:11][C:12]([Cl:2])=[O:14])=[CH:7][CH:6]=1, predict the reactants needed to synthesize it. The reactants are: C(Cl)[Cl:2].[F:4][C:5]1[CH:10]=[CH:9][C:8]([CH2:11][C:12]([OH:14])=O)=[CH:7][CH:6]=1.C(Cl)(=O)C(Cl)=O. (2) Given the product [Br:1][C:2]1[CH:7]=[CH:6][C:5]([CH:8]([O:25][CH3:29])[C:9]([N:11]2[CH2:15][CH2:14][C:13]3([C:19]4[CH:20]=[CH:21][CH:22]=[CH:23][C:18]=4[C:17](=[O:24])[O:16]3)[CH2:12]2)=[O:10])=[C:4]([F:26])[CH:3]=1, predict the reactants needed to synthesize it. The reactants are: [Br:1][C:2]1[CH:7]=[CH:6][C:5]([CH:8]([OH:25])[C:9]([N:11]2[CH2:15][CH2:14][C:13]3([C:19]4[CH:20]=[CH:21][CH:22]=[CH:23][C:18]=4[C:17](=[O:24])[O:16]3)[CH2:12]2)=[O:10])=[C:4]([F:26])[CH:3]=1.[H-].[Na+].[CH3:29]I. (3) Given the product [F:6][C:7]1[CH:8]=[C:9]([CH:32]=[C:33]([F:35])[CH:34]=1)[CH2:10][C@H:11]([NH:28][C:29](=[O:31])[CH3:30])[C@H:12]([OH:27])[CH2:13][NH:14][CH:15]1[C:24]2[C:19](=[CH:20][CH:21]=[C:22]([CH2:25][CH3:26])[CH:23]=2)[O:18][CH2:17][CH2:16]1, predict the reactants needed to synthesize it. The reactants are: C(Cl)Cl.CO.[F:6][C:7]1[CH:8]=[C:9]([CH:32]=[C:33]([F:35])[CH:34]=1)[CH2:10][C@H:11]([NH:28][C:29](=[O:31])[CH3:30])[C@H:12]([OH:27])[CH2:13][NH:14][C@@H:15]1[C:24]2[C:19](=[CH:20][CH:21]=[C:22]([CH2:25][CH3:26])[CH:23]=2)[O:18][CH2:17][CH2:16]1.Cl. (4) Given the product [CH3:18][O:17][C:14]1[CH:15]=[CH:16][C:11]([N:8]2[C:6]3[N:7]=[C:2]([NH:37][C:35]4[CH:34]=[N:33][N:32]([CH:29]5[CH2:30][CH2:31][NH:26][CH2:27][CH2:28]5)[CH:36]=4)[N:3]=[CH:4][C:5]=3[N:10]=[N:9]2)=[CH:12][CH:13]=1, predict the reactants needed to synthesize it. The reactants are: Cl[C:2]1[N:3]=[CH:4][C:5]2[N:10]=[N:9][N:8]([C:11]3[CH:16]=[CH:15][C:14]([O:17][CH3:18])=[CH:13][CH:12]=3)[C:6]=2[N:7]=1.C(OC([N:26]1[CH2:31][CH2:30][CH:29]([N:32]2[CH:36]=[C:35]([NH2:37])[CH:34]=[N:33]2)[CH2:28][CH2:27]1)=O)(C)(C)C. (5) Given the product [F:34][C:2]([F:1])([F:35])[C:3]1[CH:4]=[C:5]([NH:9][C:10]([N:12]2[C:20]3[C:15](=[CH:16][C:17]([O:21][C:22]4[CH:27]=[CH:26][N:25]=[C:24]([CH2:28][NH:39][CH:36]([CH3:38])[CH3:37])[CH:23]=4)=[CH:18][CH:19]=3)[CH:14]=[CH:13]2)=[O:11])[CH:6]=[CH:7][CH:8]=1, predict the reactants needed to synthesize it. The reactants are: [F:1][C:2]([F:35])([F:34])[C:3]1[CH:4]=[C:5]([NH:9][C:10]([N:12]2[C:20]3[C:15](=[CH:16][C:17]([O:21][C:22]4[CH:27]=[CH:26][N:25]=[C:24]([CH2:28]OS(C)(=O)=O)[CH:23]=4)=[CH:18][CH:19]=3)[CH:14]=[CH:13]2)=[O:11])[CH:6]=[CH:7][CH:8]=1.[CH:36]([NH2:39])([CH3:38])[CH3:37]. (6) Given the product [Cl:1][C:2]1[CH:3]=[CH:4][C:5]([O:8][CH:16]([F:21])[F:20])=[N:6][CH:7]=1, predict the reactants needed to synthesize it. The reactants are: [Cl:1][C:2]1[CH:3]=[CH:4][C:5]([OH:8])=[N:6][CH:7]=1.C([O-])([O-])=O.[Cs+].[Cs+].Cl[C:16]([F:21])([F:20])C([O-])=O.[Na+].O. (7) Given the product [Si:11]([O:10][CH2:9][CH2:8][C:4]1[CH:3]=[C:2]([CH:7]=[CH:6][CH:5]=1)[CH:26]=[O:27])([C:14]([CH3:17])([CH3:16])[CH3:15])([CH3:13])[CH3:12], predict the reactants needed to synthesize it. The reactants are: Br[C:2]1[CH:3]=[C:4]([CH2:8][CH2:9][O:10][Si:11]([C:14]([CH3:17])([CH3:16])[CH3:15])([CH3:13])[CH3:12])[CH:5]=[CH:6][CH:7]=1.C([Li])CCC.CN([CH:26]=[O:27])C. (8) Given the product [CH3:10][NH:9][C:7](=[O:8])[C:6]1[CH:11]=[C:2]([N:15]2[CH2:20][CH2:19][O:18][CH2:17][CH2:16]2)[CH:3]=[CH:4][C:5]=1[N+:12]([O-:14])=[O:13], predict the reactants needed to synthesize it. The reactants are: F[C:2]1[CH:3]=[CH:4][C:5]([N+:12]([O-:14])=[O:13])=[C:6]([CH:11]=1)[C:7]([NH:9][CH3:10])=[O:8].[NH:15]1[CH2:20][CH2:19][O:18][CH2:17][CH2:16]1.C([O-])([O-])=O.[Cs+].[Cs+].